From a dataset of Reaction yield outcomes from USPTO patents with 853,638 reactions. Predict the reaction yield, written as a fraction of the theoretical maximum amount of product (1.0 means a 100% yield; for example, 0.34 means a 34% yield). The product is [F:1][C:6]1[CH:7]=[C:8]([CH:16]=[CH:17][C:18]=1[N+:19]([O-:21])=[O:20])[C:9]([NH:11][CH2:12][C:13]([OH:15])=[O:14])=[O:10]. The yield is 0.690. The catalyst is CS(C)=O. The reactants are [F-:1].[K+].I([C:6]1[CH:7]=[C:8]([CH:16]=[CH:17][C:18]=1[N+:19]([O-:21])=[O:20])[C:9]([NH:11][CH2:12][C:13]([O-:15])=[O:14])=[O:10])(=O)=O.[K+].C1OCCOCCOCCOCCOCCOC1.